Dataset: Catalyst prediction with 721,799 reactions and 888 catalyst types from USPTO. Task: Predict which catalyst facilitates the given reaction. (1) Reactant: [F:1][C:2]1[CH:27]=[CH:26][C:5]([CH2:6][N:7]2[CH2:10][C:9]3([CH2:19][C:18](=[O:20])[C:17]4[C:12](=[CH:13][CH:14]=[C:15](/[CH:21]=[CH:22]/[C:23]([OH:25])=O)[CH:16]=4)[O:11]3)[CH2:8]2)=[CH:4][CH:3]=1.C(Cl)CCl.C1C=CC2N(O)N=NC=2C=1.[NH2:42][O:43][CH:44]1[CH2:49][CH2:48][CH2:47][CH2:46][O:45]1. Product: [F:1][C:2]1[CH:27]=[CH:26][C:5]([CH2:6][N:7]2[CH2:8][C:9]3([CH2:19][C:18](=[O:20])[C:17]4[C:12](=[CH:13][CH:14]=[C:15](/[CH:21]=[CH:22]/[C:23]([NH:42][O:43][CH:44]5[CH2:49][CH2:48][CH2:47][CH2:46][O:45]5)=[O:25])[CH:16]=4)[O:11]3)[CH2:10]2)=[CH:4][CH:3]=1. The catalyst class is: 2. (2) Reactant: C(NC(C)C)(C)C.C([Li])CCC.[C:13]1([CH2:19][C:20]([OH:22])=[O:21])[CH:18]=[CH:17][CH:16]=[CH:15][CH:14]=1.[CH2:23]([O:25][CH:26](OCC)[CH2:27]Br)[CH3:24]. Product: [CH2:23]([O:25][CH:26]1[O:21][C:20](=[O:22])[CH:19]([C:13]2[CH:18]=[CH:17][CH:16]=[CH:15][CH:14]=2)[CH2:27]1)[CH3:24]. The catalyst class is: 20. (3) Reactant: [Cl:1][C:2]1[CH:3]=[CH:4][C:5]2[N:11]3[C:12]([C:15]([F:18])([F:17])[F:16])=[N:13][N:14]=[C:10]3[C@@H:9]([CH2:19][C:20]([O:22]CC)=[O:21])[O:8][C@H:7]([C:25]3[CH:30]=[CH:29][C:28]([CH3:31])=[CH:27][C:26]=3[O:32][CH3:33])[C:6]=2[CH:34]=1.Cl.O. Product: [Cl:1][C:2]1[CH:3]=[CH:4][C:5]2[N:11]3[C:12]([C:15]([F:18])([F:17])[F:16])=[N:13][N:14]=[C:10]3[C@@H:9]([CH2:19][C:20]([OH:22])=[O:21])[O:8][C@H:7]([C:25]3[CH:30]=[CH:29][C:28]([CH3:31])=[CH:27][C:26]=3[O:32][CH3:33])[C:6]=2[CH:34]=1. The catalyst class is: 12. (4) Reactant: [F:1][C:2]1[CH:3]=[CH:4][C:5]2[C:6]3[C:11]([CH:12]([CH3:25])[N:13]([C:16]([C:18]4[CH:23]=[CH:22][C:21]([OH:24])=[CH:20][CH:19]=4)=[O:17])[C:14]=2[CH:15]=1)=[CH:10][CH:9]=[CH:8][CH:7]=3. Product: [F:1][C:2]1[CH:3]=[CH:4][C:5]2[C:6]3[C:11]([C@H:12]([CH3:25])[N:13]([C:16]([C:18]4[CH:19]=[CH:20][C:21]([OH:24])=[CH:22][CH:23]=4)=[O:17])[C:14]=2[CH:15]=1)=[CH:10][CH:9]=[CH:8][CH:7]=3. The catalyst class is: 22.